The task is: Predict the reactants needed to synthesize the given product.. This data is from Full USPTO retrosynthesis dataset with 1.9M reactions from patents (1976-2016). The reactants are: CC(C)([O-])C.[K+].[Br:7][C:8]1[CH:9]=[CH:10][C:11](F)=[N:12][CH:13]=1.[SH:15][CH2:16][C:17]([O:19][CH3:20])=[O:18]. Given the product [Br:7][C:8]1[CH:9]=[CH:10][C:11]([S:15][CH2:16][C:17]([O:19][CH3:20])=[O:18])=[N:12][CH:13]=1, predict the reactants needed to synthesize it.